This data is from Catalyst prediction with 721,799 reactions and 888 catalyst types from USPTO. The task is: Predict which catalyst facilitates the given reaction. (1) Reactant: Br[C:2]1[CH:3]=[C:4]([CH:6]=[CH:7][CH:8]=1)[NH2:5].[C:9]([O:13][C:14]([NH:16][CH2:17][C:18]1[CH:19]=[C:20](B(O)O)[CH:21]=[CH:22][CH:23]=1)=[O:15])([CH3:12])([CH3:11])[CH3:10].[O-]P([O-])([O-])=O.[K+].[K+].[K+]. Product: [NH2:5][C:4]1[CH:3]=[C:2]([C:22]2[CH:21]=[CH:20][CH:19]=[C:18]([CH2:17][NH:16][C:14](=[O:15])[O:13][C:9]([CH3:11])([CH3:10])[CH3:12])[CH:23]=2)[CH:8]=[CH:7][CH:6]=1. The catalyst class is: 667. (2) Reactant: [CH3:1]C1(C)CCCC(C)(C)N1.[Li]C(CC)C.[C:16]([O:20][C:21]([N:23]([C:31]1[C:36]([F:37])=[CH:35][CH:34]=[C:33]([Br:38])[C:32]=1[CH3:39])[C:24](=[O:30])[O:25][C:26]([CH3:29])([CH3:28])[CH3:27])=[O:22])([CH3:19])([CH3:18])[CH3:17].IC.[NH4+].[Cl-]. Product: [C:16]([O:20][C:21]([N:23]([C:31]1[C:36]([F:37])=[C:35]([CH3:1])[CH:34]=[C:33]([Br:38])[C:32]=1[CH3:39])[C:24](=[O:30])[O:25][C:26]([CH3:29])([CH3:28])[CH3:27])=[O:22])([CH3:17])([CH3:18])[CH3:19]. The catalyst class is: 1. (3) Reactant: [C:1]([C:5]1[CH:10]=[CH:9][C:8]([C:11]([C:13]2[NH:17][CH:16]=[N:15][CH:14]=2)=[O:12])=[CH:7][CH:6]=1)([CH3:4])([CH3:3])[CH3:2].[H-].[Na+].Br[CH2:21][CH2:22][CH2:23][NH:24][C:25](=[O:31])[O:26][C:27]([CH3:30])([CH3:29])[CH3:28].O. Product: [C:1]([C:5]1[CH:6]=[CH:7][C:8]([C:11]([C:13]2[N:17]([CH2:21][CH2:22][CH2:23][NH:24][C:25](=[O:31])[O:26][C:27]([CH3:30])([CH3:29])[CH3:28])[CH:16]=[N:15][CH:14]=2)=[O:12])=[CH:9][CH:10]=1)([CH3:4])([CH3:2])[CH3:3]. The catalyst class is: 3. (4) Reactant: [F:1][C:2]([F:24])([F:23])[O:3][C:4]1[CH:9]=[CH:8][C:7]([N:10]2[CH:14]=[N:13][C:12]([C:15]3[CH:20]=[CH:19][C:18]([CH:21]=[CH2:22])=[CH:17][CH:16]=3)=[N:11]2)=[CH:6][CH:5]=1.C12BC(CCC1)CCC2.[OH-:34].[Na+].OO. Product: [F:24][C:2]([F:1])([F:23])[O:3][C:4]1[CH:9]=[CH:8][C:7]([N:10]2[CH:14]=[N:13][C:12]([C:15]3[CH:20]=[CH:19][C:18]([CH2:21][CH2:22][OH:34])=[CH:17][CH:16]=3)=[N:11]2)=[CH:6][CH:5]=1. The catalyst class is: 30. (5) Reactant: [CH3:1][CH:2]1[CH2:7][CH2:6][N:5]([C:8]([N:10]2[CH2:16][C:15]3[CH:17]=[C:18]([C:21]4[CH:22]=[C:23]([N+:28]([O-])=O)[C:24]([NH2:27])=[N:25][CH:26]=4)[CH:19]=[CH:20][C:14]=3[O:13][CH2:12][CH2:11]2)=[O:9])[CH2:4][CH2:3]1.C([O-])=O.[NH4+]. Product: [CH3:1][CH:2]1[CH2:7][CH2:6][N:5]([C:8]([N:10]2[CH2:16][C:15]3[CH:17]=[C:18]([C:21]4[CH:22]=[C:23]([NH2:28])[C:24]([NH2:27])=[N:25][CH:26]=4)[CH:19]=[CH:20][C:14]=3[O:13][CH2:12][CH2:11]2)=[O:9])[CH2:4][CH2:3]1. The catalyst class is: 63. (6) Reactant: CO[C:3]1[CH:7]=[CH:6][S:5][C:4]=1OC.[Br:10][CH2:11][CH:12]([OH:15])[CH2:13][OH:14].C1(C)C=CC(S(O)(=O)=O)=CC=1. Product: [Br:10][CH2:11][CH:12]1[O:15][C:3]2=[CH:4][S:5][CH:6]=[C:7]2[O:14][CH2:13]1. The catalyst class is: 11. (7) Reactant: Cl[C:2]1[CH:7]=[C:6]([C:8]2[CH:13]=[CH:12][CH:11]=[C:10]([CH3:14])[C:9]=2[CH3:15])[N:5]=[C:4]([NH2:16])[N:3]=1.[NH2:17][CH2:18][CH2:19][NH:20][C:21](=[O:27])[O:22][C:23]([CH3:26])([CH3:25])[CH3:24].CCN(C(C)C)C(C)C. Product: [NH2:16][C:4]1[N:3]=[C:2]([NH:17][CH2:18][CH2:19][NH:20][C:21](=[O:27])[O:22][C:23]([CH3:25])([CH3:24])[CH3:26])[CH:7]=[C:6]([C:8]2[CH:13]=[CH:12][CH:11]=[C:10]([CH3:14])[C:9]=2[CH3:15])[N:5]=1. The catalyst class is: 51. (8) Reactant: Cl[C:2]1[C:14]([C:15]#[N:16])=[CH:13][C:5]([C:6]([O:8][C:9]([CH3:12])([CH3:11])[CH3:10])=[O:7])=[C:4]([CH3:17])[N:3]=1.Cl.[Cl:19][C:20]1[S:24][C:23]([S:25]([NH:28][C:29]([CH:31]2[CH2:36][CH2:35][NH:34][CH2:33][CH2:32]2)=[O:30])(=[O:27])=[O:26])=[CH:22][CH:21]=1.CCN(C(C)C)C(C)C. Product: [Cl:19][C:20]1[S:24][C:23]([S:25]([NH:28][C:29]([CH:31]2[CH2:36][CH2:35][N:34]([C:2]3[C:14]([C:15]#[N:16])=[CH:13][C:5]([C:6]([O:8][C:9]([CH3:12])([CH3:11])[CH3:10])=[O:7])=[C:4]([CH3:17])[N:3]=3)[CH2:33][CH2:32]2)=[O:30])(=[O:26])=[O:27])=[CH:22][CH:21]=1. The catalyst class is: 3.